From a dataset of Full USPTO retrosynthesis dataset with 1.9M reactions from patents (1976-2016). Predict the reactants needed to synthesize the given product. (1) The reactants are: [OH:1][CH2:2][CH2:3][NH:4][C:5](=[O:14])[O:6][CH2:7][C:8]1[CH:13]=[CH:12][CH:11]=[CH:10][CH:9]=1.O[N:16]1[C:20](=[O:21])[C:19]2=[CH:22][CH:23]=[CH:24][CH:25]=[C:18]2[C:17]1=[O:26].C1(P(C2C=CC=CC=2)C2C=CC=CC=2)C=CC=CC=1.N(C(OCC)=O)=NC(OCC)=O. Given the product [CH2:7]([O:6][C:5]([NH:4][CH2:3][CH2:2][O:1][N:16]1[C:17](=[O:26])[C:18]2=[CH:25][CH:24]=[CH:23][CH:22]=[C:19]2[C:20]1=[O:21])=[O:14])[C:8]1[CH:9]=[CH:10][CH:11]=[CH:12][CH:13]=1, predict the reactants needed to synthesize it. (2) The reactants are: [CH3:1][O:2][C:3](=[O:43])[NH:4][CH:5]([CH:37]1[CH2:42][CH2:41][O:40][CH2:39][CH2:38]1)[C:6](=[O:36])[N:7]1[CH2:11][CH2:10][CH2:9][CH:8]1[C:12]1[NH:13][C:14]([C:17]2[CH:26]=[CH:25][C:24]3[C:19](=[CH:20][CH:21]=[C:22](B4OC(C)(C)C(C)(C)O4)[CH:23]=3)[CH:18]=2)=[CH:15][N:16]=1.[C:44]([O:48][C:49](=[O:61])[NH:50][CH2:51][C:52]([C:54]1[CH:59]=[CH:58][C:57](Br)=[CH:56][CH:55]=1)=[O:53])([CH3:47])([CH3:46])[CH3:45].C(=O)([O-])[O-].[K+].[K+]. Given the product [CH3:1][O:2][C:3](=[O:43])[NH:4][CH:5]([CH:37]1[CH2:38][CH2:39][O:40][CH2:41][CH2:42]1)[C:6]([N:7]1[CH2:11][CH2:10][CH2:9][CH:8]1[C:12]1[NH:13][C:14]([C:17]2[CH:26]=[CH:25][C:24]3[C:19](=[CH:20][CH:21]=[C:22]([C:57]4[CH:58]=[CH:59][C:54]([C:52](=[O:53])[CH2:51][NH:50][C:49]([O:48][C:44]([CH3:47])([CH3:46])[CH3:45])=[O:61])=[CH:55][CH:56]=4)[CH:23]=3)[CH:18]=2)=[CH:15][N:16]=1)=[O:36], predict the reactants needed to synthesize it. (3) Given the product [I:1][C:9]1[CH:10]=[C:11]2[C:6]([CH2:5][O:4][CH2:3]2)=[CH:7][C:8]=1[NH2:12], predict the reactants needed to synthesize it. The reactants are: [I:1]Cl.[CH2:3]1[C:11]2[C:6](=[CH:7][C:8]([NH2:12])=[CH:9][CH:10]=2)[CH2:5][O:4]1.C(=O)(O)[O-].[Na+]. (4) Given the product [CH3:13][C:14]1[N:42]=[C:17]2[N:18]([CH3:41])[C:19](=[O:40])[C:20]([CH2:25][C:26]3[CH:31]=[CH:30][C:29]([C:32]4[CH:37]=[CH:36][CH:35]=[CH:34][C:33]=4[C:38]4[NH:3][C:4](=[O:7])[O:5][N:39]=4)=[CH:28][CH:27]=3)=[C:21]([CH2:22][CH2:23][CH3:24])[N:16]2[N:15]=1, predict the reactants needed to synthesize it. The reactants are: [Cl-].O[NH3+:3].[C:4](=[O:7])([O-])[OH:5].[Na+].CS(C)=O.[CH3:13][C:14]1[N:42]=[C:17]2[N:18]([CH3:41])[C:19](=[O:40])[C:20]([CH2:25][C:26]3[CH:31]=[CH:30][C:29]([C:32]4[C:33]([C:38]#[N:39])=[CH:34][CH:35]=[CH:36][CH:37]=4)=[CH:28][CH:27]=3)=[C:21]([CH2:22][CH2:23][CH3:24])[N:16]2[N:15]=1. (5) Given the product [F:2][C:3]1[CH:11]=[C:10]2[C:6]([C:7]([C:21]3[CH:22]=[N:23][N:24]([CH:26]4[CH2:31][CH2:30][N:29]([CH2:39][CH2:40][OH:41])[CH2:28][CH2:27]4)[CH:25]=3)=[CH:8][N:9]2[S:12]([C:15]2[CH:16]=[CH:17][CH:18]=[CH:19][CH:20]=2)(=[O:13])=[O:14])=[CH:5][CH:4]=1, predict the reactants needed to synthesize it. The reactants are: Cl.[F:2][C:3]1[CH:11]=[C:10]2[C:6]([C:7]([C:21]3[CH:22]=[N:23][N:24]([CH:26]4[CH2:31][CH2:30][NH:29][CH2:28][CH2:27]4)[CH:25]=3)=[CH:8][N:9]2[S:12]([C:15]2[CH:20]=[CH:19][CH:18]=[CH:17][CH:16]=2)(=[O:14])=[O:13])=[CH:5][CH:4]=1.C([O-])([O-])=O.[K+].[K+].Br[CH2:39][CH2:40][OH:41].